Dataset: Forward reaction prediction with 1.9M reactions from USPTO patents (1976-2016). Task: Predict the product of the given reaction. (1) The product is: [F:14][C:9]1([F:15])[CH2:8][N:7]([CH:16]2[CH2:20][CH2:19][C@@H:18]([CH3:21])[CH2:17]2)[C:6]2[N:22]=[C:2]([NH:23][C:24]3[CH:32]=[CH:31][C:27]([C:28]([OH:30])=[O:29])=[CH:26][C:25]=3[O:33][CH3:34])[N:3]=[CH:4][C:5]=2[N:11]([CH3:12])[C:10]1=[O:13]. Given the reactants Cl[C:2]1[N:3]=[CH:4][C:5]2[N:11]([CH3:12])[C:10](=[O:13])[C:9]([F:15])([F:14])[CH2:8][N:7]([CH:16]3[CH2:20][CH2:19][C@@H:18]([CH3:21])[CH2:17]3)[C:6]=2[N:22]=1.[NH2:23][C:24]1[CH:32]=[CH:31][C:27]([C:28]([OH:30])=[O:29])=[CH:26][C:25]=1[O:33][CH3:34].O.CC1C=CC(S(O)(=O)=O)=CC=1, predict the reaction product. (2) Given the reactants FC(F)(F)C(O)=O.[Cl:8][C:9]1[CH:14]=[CH:13][C:12]([C:15]2[CH:20]=[CH:19][C:18]([NH:21][C:22](=[O:36])/[CH:23]=[CH:24]/[C:25]3[CH:30]=[CH:29][C:28]([CH:31](OC)[O:32]C)=[CH:27][CH:26]=3)=[CH:17][CH:16]=2)=[CH:11][CH:10]=1, predict the reaction product. The product is: [Cl:8][C:9]1[CH:14]=[CH:13][C:12]([C:15]2[CH:16]=[CH:17][C:18]([NH:21][C:22](=[O:36])/[CH:23]=[CH:24]/[C:25]3[CH:26]=[CH:27][C:28]([CH:31]=[O:32])=[CH:29][CH:30]=3)=[CH:19][CH:20]=2)=[CH:11][CH:10]=1. (3) Given the reactants [N:1]1[CH:6]=[CH:5][CH:4]=[N:3][C:2]=1[NH:7][C:8]([NH2:10])=[S:9].[CH2:11]([O:13][C:14](=[O:25])[CH2:15][C:16]([C:18]1[CH:23]=[CH:22][CH:21]=[C:20]([CH3:24])[N:19]=1)=O)[CH3:12], predict the reaction product. The product is: [CH3:24][C:20]1[N:19]=[C:18]([C:16]2[N:10]=[C:8]([NH:7][C:2]3[N:3]=[CH:4][CH:5]=[CH:6][N:1]=3)[S:9][C:15]=2[C:14]([O:13][CH2:11][CH3:12])=[O:25])[CH:23]=[CH:22][CH:21]=1. (4) Given the reactants [OH:1][C@@H:2]([C@@H:22]([NH:30][C:31](=[O:49])[C:32]1[CH:37]=[CH:36][CH:35]=[C:34]([C:38](=[O:48])[N:39]([CH3:47])[CH2:40][C:41]2[S:42][CH:43]=[C:44]([CH3:46])[N:45]=2)[CH:33]=1)[CH2:23][C:24]1[CH:29]=[CH:28][CH:27]=[CH:26][CH:25]=1)[CH2:3][NH:4][CH2:5][C:6]1[CH:7]=[C:8]([CH:13]=[C:14]([N:16]([CH3:21])[S:17]([CH3:20])(=[O:19])=[O:18])[CH:15]=1)[C:9]([O:11]C)=[O:10].[OH-].[Na+], predict the reaction product. The product is: [OH:1][C@@H:2]([C@@H:22]([NH:30][C:31](=[O:49])[C:32]1[CH:37]=[CH:36][CH:35]=[C:34]([C:38](=[O:48])[N:39]([CH3:47])[CH2:40][C:41]2[S:42][CH:43]=[C:44]([CH3:46])[N:45]=2)[CH:33]=1)[CH2:23][C:24]1[CH:25]=[CH:26][CH:27]=[CH:28][CH:29]=1)[CH2:3][NH:4][CH2:5][C:6]1[CH:7]=[C:8]([CH:13]=[C:14]([N:16]([CH3:21])[S:17]([CH3:20])(=[O:19])=[O:18])[CH:15]=1)[C:9]([OH:11])=[O:10]. (5) The product is: [Cl:72][C:65]1[CH:64]=[CH:63][C:62]([C:51]2[C:50]([C@@H:40]([NH:39][C:20](=[O:38])[CH2:21][N:22]3[C:30]4[C:29]([F:31])([F:32])[C@@H:28]5[CH2:27][C@@H:26]5[C:25]=4[C:24]([CH:35]([F:36])[F:37])=[N:23]3)[CH2:41][C:42]3[CH:47]=[C:46]([F:48])[CH:45]=[C:44]([F:49])[CH:43]=3)=[N:55][C:54]([C:56]#[C:57][C:58]([OH:60])([CH3:61])[CH3:59])=[CH:53][CH:52]=2)=[C:70]2[C:66]=1[CH:67]=[N:68][N:69]2[CH3:71]. Given the reactants BrC1C([C@@H](N[C:20](=[O:38])[CH2:21][N:22]2[C:30]3[C:29]([F:32])([F:31])[CH2:28][CH2:27][C:26](F)(F)[C:25]=3[C:24]([CH:35]([F:37])[F:36])=[N:23]2)CC2C=C(F)C=C(F)C=2)=NC=C(Br)C=1.[NH2:39][C@H:40]([C:50]1[N:55]=[C:54]([C:56]#[C:57][C:58]([CH3:61])([OH:60])[CH3:59])[CH:53]=[CH:52][C:51]=1[C:62]1[CH:63]=[CH:64][C:65]([Cl:72])=[C:66]2[C:70]=1[N:69]([CH3:71])[N:68]=[CH:67]2)[CH2:41][C:42]1[CH:47]=[C:46]([F:48])[CH:45]=[C:44]([F:49])[CH:43]=1.FC(F)C1C2[C@H]3C[C@H]3C(F)(F)C=2N(CC(O)=O)N=1, predict the reaction product. (6) Given the reactants [CH3:1][N:2]1[CH:6]=[CH:5][N:4]=[C:3]1[CH:7]=O.[CH3:9][C:10]([CH3:15])([CH3:14])[CH2:11][CH2:12][NH2:13].[BH4-].[Na+], predict the reaction product. The product is: [CH3:9][C:10]([CH3:15])([CH3:14])[CH2:11][CH2:12][NH:13][CH2:7][C:3]1[N:2]([CH3:1])[CH:6]=[CH:5][N:4]=1. (7) The product is: [C:1]([CH2:6][C:7]1[CH:14]=[CH:13][C:10]([CH:11]=[CH2:12])=[CH:9][CH:8]=1)#[N:2]. Given the reactants [C-:1]#[N:2].[Na+].O.Cl[CH2:6][C:7]1[CH:14]=[CH:13][C:10]([CH:11]=[CH2:12])=[CH:9][CH:8]=1, predict the reaction product.